This data is from Full USPTO retrosynthesis dataset with 1.9M reactions from patents (1976-2016). The task is: Predict the reactants needed to synthesize the given product. (1) Given the product [CH3:18][N:15]1[CH2:16][CH2:17][CH:13]([N:11]2[CH:12]=[C:8]([NH2:7])[CH:9]=[N:10]2)[CH2:14]1, predict the reactants needed to synthesize it. The reactants are: [H-].[H-].[H-].[H-].[Li+].[Al+3].[NH2:7][C:8]1[CH:9]=[N:10][N:11]([CH:13]2[CH2:17][CH2:16][N:15]([C:18](OC(C)(C)C)=O)[CH2:14]2)[CH:12]=1. (2) Given the product [Br:1][C:2]1[CH:3]=[CH:4][C:5]([CH:8]([NH2:9])[CH3:10])=[N:6][CH:7]=1, predict the reactants needed to synthesize it. The reactants are: [Br:1][C:2]1[CH:3]=[CH:4][C:5]([C:8]#[N:9])=[N:6][CH:7]=1.[CH3:10][Mg+].[Br-].[BH4-].[Na+].[OH-].[Na+]. (3) Given the product [CH2:25]([NH:29][C:30]1[N:35]=[C:34]([C:36]2[C:37]([C:46]3[CH:51]=[CH:50][C:49]([F:52])=[CH:48][CH:47]=3)=[N:38][N:39]3[C:44]([CH2:11][CH2:4][CH2:5][CH3:6])=[CH:43][CH:42]=[CH:41][C:40]=23)[CH:33]=[CH:32][N:31]=1)[CH2:26][CH2:27][CH3:28], predict the reactants needed to synthesize it. The reactants are: COB1[CH:4]2[CH2:5][CH2:6][CH2:11][CH:4]1[CH2:5][CH2:6][CH2:11]2.C([Li])CCC.P([O-])([O-])([O-])=O.[K+].[K+].[K+].[CH2:25]([NH:29][C:30]1[N:35]=[C:34]([C:36]2[C:37]([C:46]3[CH:51]=[CH:50][C:49]([F:52])=[CH:48][CH:47]=3)=[N:38][N:39]3[C:44](Cl)=[CH:43][CH:42]=[CH:41][C:40]=23)[CH:33]=[CH:32][N:31]=1)[CH2:26][CH2:27][CH3:28].B.C([O-])(=O)C.[Na+]. (4) Given the product [I:15][C:2]1[CH:3]=[CH:4][C:5]([CH3:13])=[C:6]([CH:12]=1)[C:7]([O:9][CH2:10][CH3:11])=[O:8], predict the reactants needed to synthesize it. The reactants are: Br[C:2]1[CH:3]=[CH:4][C:5]([CH3:13])=[C:6]([CH:12]=1)[C:7]([O:9][CH2:10][CH3:11])=[O:8].[Na+].[I-:15]. (5) Given the product [C:1]([O:5][C:6]([N:8]1[CH2:13][CH2:12][N:11]2[C:14]([O:37][CH2:38][CH3:39])=[N:15][C:16]([C:17]([F:20])([F:19])[F:18])=[C:10]2[CH:9]1[CH2:25][CH2:26][C:27]1[CH:32]=[CH:31][C:30]([C:33]([F:36])([F:35])[F:34])=[CH:29][CH:28]=1)=[O:7])([CH3:4])([CH3:3])[CH3:2], predict the reactants needed to synthesize it. The reactants are: [C:1]([O:5][C:6]([N:8]1[CH2:13][CH2:12][N:11]2[C:14](S(C)(=O)=O)=[N:15][C:16]([C:17]([F:20])([F:19])[F:18])=[C:10]2[CH:9]1[CH2:25][CH2:26][C:27]1[CH:32]=[CH:31][C:30]([C:33]([F:36])([F:35])[F:34])=[CH:29][CH:28]=1)=[O:7])([CH3:4])([CH3:3])[CH3:2].[O-:37][CH2:38][CH3:39].[Na+]. (6) Given the product [C:1]([C:5]1[N:6]=[C:7]([N:22]2[CH2:27][CH2:26][CH:24]([NH:33][CH3:32])[CH2:23]2)[C:8]2[N:13]=[N:12][N:11]([CH2:14][C:15]3[CH:20]=[CH:19][CH:18]=[CH:17][C:16]=3[Cl:21])[C:9]=2[N:10]=1)([CH3:4])([CH3:3])[CH3:2], predict the reactants needed to synthesize it. The reactants are: [C:1]([C:5]1[N:6]=[C:7]([N:22]2[CH2:27][CH2:26]O[CH2:24][CH2:23]2)[C:8]2[N:13]=[N:12][N:11]([CH2:14][C:15]3[CH:20]=[CH:19][CH:18]=[CH:17][C:16]=3[Cl:21])[C:9]=2[N:10]=1)([CH3:4])([CH3:3])[CH3:2].C([C:32]1[N:33]=C(Cl)C2N=NN(CC3C=CC=CC=3Cl)C=2N=1)(C)(C)C.CNC1CCNC1.